This data is from Reaction yield outcomes from USPTO patents with 853,638 reactions. The task is: Predict the reaction yield, written as a fraction of the theoretical maximum amount of product (1.0 means a 100% yield; for example, 0.34 means a 34% yield). The reactants are [O:1]=[C:2]1[C:10]2[C:5](=[CH:6][CH:7]=[CH:8][CH:9]=2)[C:4](=[O:11])[N:3]1[CH2:12][CH2:13][CH2:14][C:15]([OH:17])=O.[C:18]([C:22]1[CH:27]=[CH:26][C:25]([C:28](=[O:34])[CH2:29][C:30]([O:32][CH3:33])=[O:31])=[CH:24][CH:23]=1)([CH3:21])([CH3:20])[CH3:19].[Mg+2].[Cl-].[Cl-].N1C=CC=CC=1.Cl. The catalyst is O=S(Cl)Cl.C1COCC1. The product is [C:18]([C:22]1[CH:27]=[CH:26][C:25]([C:28]([CH:29]([C:15](=[O:17])[CH2:14][CH2:13][CH2:12][N:3]2[C:4](=[O:11])[C:5]3[C:10](=[CH:9][CH:8]=[CH:7][CH:6]=3)[C:2]2=[O:1])[C:30]([O:32][CH3:33])=[O:31])=[O:34])=[CH:24][CH:23]=1)([CH3:21])([CH3:19])[CH3:20]. The yield is 0.220.